Dataset: Forward reaction prediction with 1.9M reactions from USPTO patents (1976-2016). Task: Predict the product of the given reaction. (1) Given the reactants [CH3:1][O:2][C:3]([NH:5][C@@H:6]([C@@H:10]([CH3:13])[CH2:11][CH3:12])[C:7]([OH:9])=O)=[O:4].CN(C(ON1N=NC2C=CC=NC1=2)=[N+](C)C)C.F[P-](F)(F)(F)(F)F.CCN(C(C)C)C(C)C.Cl.[O:48]=[C:49]1[CH:60]2[C:61]3[N:53]([CH:54]=[CH:55][C:56]=3[CH2:57][CH2:58][C@@H:59]2[NH:62][C:63](=[O:66])[O:64][CH3:65])[CH2:52][C@@H:51]([C:67]2[NH:68][C:69]([C:72]3[CH:77]=[CH:76][C:75]([C:78]4[CH:87]=[N:86][C:85]5[C:80](=[CH:81][CH:82]=[C:83]([C:88]6[NH:92][C:91]([C@@H:93]7[CH2:97][CH2:96][CH2:95][NH:94]7)=[N:90][CH:89]=6)[CH:84]=5)[N:79]=4)=[CH:74][CH:73]=3)=[CH:70][N:71]=2)[CH2:50]1, predict the reaction product. The product is: [CH3:65][O:64][C:63](=[O:66])[NH:62][C@@H:59]1[CH:60]2[C:49](=[O:48])[CH2:50][C@H:51]([C:67]3[NH:68][C:69]([C:72]4[CH:73]=[CH:74][C:75]([C:78]5[CH:87]=[N:86][C:85]6[C:80](=[CH:81][CH:82]=[C:83]([C:88]7[NH:92][C:91]([C@@H:93]8[CH2:97][CH2:96][CH2:95][N:94]8[C:7](=[O:9])[C@@H:6]([NH:5][C:3]([O:2][CH3:1])=[O:4])[C@@H:10]([CH3:13])[CH2:11][CH3:12])=[N:90][CH:89]=7)[CH:84]=6)[N:79]=5)=[CH:76][CH:77]=4)=[CH:70][N:71]=3)[CH2:52][N:53]3[C:61]2=[C:56]([CH:55]=[CH:54]3)[CH2:57][CH2:58]1. (2) Given the reactants [F:1][C:2]1[CH:3]=[C:4]([CH:6]=[CH:7][C:8]=1[O:9][C:10]1[CH:15]=[CH:14][N:13]=[C:12]2[CH:16]=[C:17]([C:19]3[CH:24]=[CH:23][C:22]([CH2:25][N:26]4[CH2:31][CH2:30][O:29][CH2:28][CH2:27]4)=[CH:21][N:20]=3)[S:18][C:11]=12)[NH2:5].CC[N:34]([CH:38]([CH3:40])[CH3:39])[CH:35](C)C.ClC(Cl)([O:44]C(=O)OC(Cl)(Cl)Cl)Cl.C1(N)CC1, predict the reaction product. The product is: [CH:38]1([NH:34][C:35]([NH:5][C:4]2[CH:6]=[CH:7][C:8]([O:9][C:10]3[CH:15]=[CH:14][N:13]=[C:12]4[CH:16]=[C:17]([C:19]5[CH:24]=[CH:23][C:22]([CH2:25][N:26]6[CH2:27][CH2:28][O:29][CH2:30][CH2:31]6)=[CH:21][N:20]=5)[S:18][C:11]=34)=[C:2]([F:1])[CH:3]=2)=[O:44])[CH2:39][CH2:40]1. (3) The product is: [F:1][C:2]1[CH:7]=[CH:6][C:5]([C@@H:8]([O:37][Si:38]([CH3:44])([CH3:43])[C:39]([CH3:42])([CH3:41])[CH3:40])[CH2:9][S:10][C@@H:11]2[C@@H:14]([C:15]3[CH:20]=[CH:19][C:18]([O:21][Si:22]([CH3:28])([CH3:27])[C:23]([CH3:26])([CH3:25])[CH3:24])=[CH:17][CH:16]=3)[N:13]([C:29]3[CH:34]=[CH:33][C:32]([B:45]4[O:49][C:48]([CH3:51])([CH3:50])[C:47]([CH3:53])([CH3:52])[O:46]4)=[CH:31][CH:30]=3)[C:12]2=[O:36])=[CH:4][CH:3]=1. Given the reactants [F:1][C:2]1[CH:7]=[CH:6][C:5]([C@@H:8]([O:37][Si:38]([CH3:44])([CH3:43])[C:39]([CH3:42])([CH3:41])[CH3:40])[CH2:9][S:10][C@@H:11]2[C@@H:14]([C:15]3[CH:20]=[CH:19][C:18]([O:21][Si:22]([CH3:28])([CH3:27])[C:23]([CH3:26])([CH3:25])[CH3:24])=[CH:17][CH:16]=3)[N:13]([C:29]3[CH:34]=[CH:33][C:32](I)=[CH:31][CH:30]=3)[C:12]2=[O:36])=[CH:4][CH:3]=1.[B:45]1([B:45]2[O:49][C:48]([CH3:51])([CH3:50])[C:47]([CH3:53])([CH3:52])[O:46]2)[O:49][C:48]([CH3:51])([CH3:50])[C:47]([CH3:53])([CH3:52])[O:46]1.C([O-])(=O)C.[K+], predict the reaction product. (4) The product is: [CH2:19]1[CH2:20][CH:18]1[CH:16]1[C:15](=[O:21])[NH:14][C:13]2[CH:22]=[C:9]([NH:8][C:6]3[C:5]([F:23])=[CH:4][N:3]=[C:2]([NH:28][C:27]4[CH:29]=[CH:30][CH:31]=[C:25]([OH:24])[CH:26]=4)[N:7]=3)[CH:10]=[CH:11][C:12]=2[O:17]1. Given the reactants Cl[C:2]1[N:7]=[C:6]([NH:8][C:9]2[CH:10]=[CH:11][C:12]3[O:17][CH:16]([CH:18]4[CH2:20][CH2:19]4)[C:15](=[O:21])[NH:14][C:13]=3[CH:22]=2)[C:5]([F:23])=[CH:4][N:3]=1.[OH:24][C:25]1[CH:26]=[C:27]([CH:29]=[CH:30][CH:31]=1)[NH2:28], predict the reaction product. (5) Given the reactants [CH2:1]([O:19][C:20]1[CH:21]=[C:22]([CH:165]=[C:166]([O:187][CH2:188][CH2:189][CH2:190][CH2:191][CH2:192][CH2:193][CH2:194][CH2:195][CH2:196][CH2:197][CH2:198][CH2:199][CH2:200][CH2:201][CH2:202][CH2:203][CH2:204][CH3:205])[C:167]=1[O:168][CH2:169][CH2:170][CH2:171][CH2:172][CH2:173][CH2:174][CH2:175][CH2:176][CH2:177][CH2:178][CH2:179][CH2:180][CH2:181][CH2:182][CH2:183][CH2:184][CH2:185][CH3:186])[CH2:23][O:24][C:25]1[CH:26]=[C:27]([CH:32]=[C:33]([O:100][CH2:101][C:102]2[CH:107]=[C:106]([O:108][CH2:109][CH2:110][CH2:111][CH2:112][CH2:113][CH2:114][CH2:115][CH2:116][CH2:117][CH2:118][CH2:119][CH2:120][CH2:121][CH2:122][CH2:123][CH2:124][CH2:125][CH3:126])[C:105]([O:127][CH2:128][CH2:129][CH2:130][CH2:131][CH2:132][CH2:133][CH2:134][CH2:135][CH2:136][CH2:137][CH2:138][CH2:139][CH2:140][CH2:141][CH2:142][CH2:143][CH2:144][CH3:145])=[C:104]([O:146][CH2:147][CH2:148][CH2:149][CH2:150][CH2:151][CH2:152][CH2:153][CH2:154][CH2:155][CH2:156][CH2:157][CH2:158][CH2:159][CH2:160][CH2:161][CH2:162][CH2:163][CH3:164])[CH:103]=2)[C:34]=1[O:35][CH2:36][C:37]1[CH:42]=[C:41]([O:43][CH2:44][CH2:45][CH2:46][CH2:47][CH2:48][CH2:49][CH2:50][CH2:51][CH2:52][CH2:53][CH2:54][CH2:55][CH2:56][CH2:57][CH2:58][CH2:59][CH2:60][CH3:61])[C:40]([O:62][CH2:63][CH2:64][CH2:65][CH2:66][CH2:67][CH2:68][CH2:69][CH2:70][CH2:71][CH2:72][CH2:73][CH2:74][CH2:75][CH2:76][CH2:77][CH2:78][CH2:79][CH3:80])=[C:39]([O:81][CH2:82][CH2:83][CH2:84][CH2:85][CH2:86][CH2:87][CH2:88][CH2:89][CH2:90][CH2:91][CH2:92][CH2:93][CH2:94][CH2:95][CH2:96][CH2:97][CH2:98][CH3:99])[CH:38]=1)[C:28](OC)=[O:29])[CH2:2][CH2:3][CH2:4][CH2:5][CH2:6][CH2:7][CH2:8][CH2:9][CH2:10][CH2:11][CH2:12][CH2:13][CH2:14][CH2:15][CH2:16][CH2:17][CH3:18].[H-].[Al+3].[Li+].[H-].[H-].[H-].Cl, predict the reaction product. The product is: [CH2:188]([O:187][C:166]1[CH:165]=[C:22]([CH:21]=[C:20]([O:19][CH2:1][CH2:2][CH2:3][CH2:4][CH2:5][CH2:6][CH2:7][CH2:8][CH2:9][CH2:10][CH2:11][CH2:12][CH2:13][CH2:14][CH2:15][CH2:16][CH2:17][CH3:18])[C:167]=1[O:168][CH2:169][CH2:170][CH2:171][CH2:172][CH2:173][CH2:174][CH2:175][CH2:176][CH2:177][CH2:178][CH2:179][CH2:180][CH2:181][CH2:182][CH2:183][CH2:184][CH2:185][CH3:186])[CH2:23][O:24][C:25]1[CH:26]=[C:27]([CH:32]=[C:33]([O:100][CH2:101][C:102]2[CH:103]=[C:104]([O:146][CH2:147][CH2:148][CH2:149][CH2:150][CH2:151][CH2:152][CH2:153][CH2:154][CH2:155][CH2:156][CH2:157][CH2:158][CH2:159][CH2:160][CH2:161][CH2:162][CH2:163][CH3:164])[C:105]([O:127][CH2:128][CH2:129][CH2:130][CH2:131][CH2:132][CH2:133][CH2:134][CH2:135][CH2:136][CH2:137][CH2:138][CH2:139][CH2:140][CH2:141][CH2:142][CH2:143][CH2:144][CH3:145])=[C:106]([O:108][CH2:109][CH2:110][CH2:111][CH2:112][CH2:113][CH2:114][CH2:115][CH2:116][CH2:117][CH2:118][CH2:119][CH2:120][CH2:121][CH2:122][CH2:123][CH2:124][CH2:125][CH3:126])[CH:107]=2)[C:34]=1[O:35][CH2:36][C:37]1[CH:38]=[C:39]([O:81][CH2:82][CH2:83][CH2:84][CH2:85][CH2:86][CH2:87][CH2:88][CH2:89][CH2:90][CH2:91][CH2:92][CH2:93][CH2:94][CH2:95][CH2:96][CH2:97][CH2:98][CH3:99])[C:40]([O:62][CH2:63][CH2:64][CH2:65][CH2:66][CH2:67][CH2:68][CH2:69][CH2:70][CH2:71][CH2:72][CH2:73][CH2:74][CH2:75][CH2:76][CH2:77][CH2:78][CH2:79][CH3:80])=[C:41]([O:43][CH2:44][CH2:45][CH2:46][CH2:47][CH2:48][CH2:49][CH2:50][CH2:51][CH2:52][CH2:53][CH2:54][CH2:55][CH2:56][CH2:57][CH2:58][CH2:59][CH2:60][CH3:61])[CH:42]=1)[CH2:28][OH:29])[CH2:189][CH2:190][CH2:191][CH2:192][CH2:193][CH2:194][CH2:195][CH2:196][CH2:197][CH2:198][CH2:199][CH2:200][CH2:201][CH2:202][CH2:203][CH2:204][CH3:205]. (6) Given the reactants [CH3:13][C:12]([O:11][C:9](O[C:9]([O:11][C:12]([CH3:15])([CH3:14])[CH3:13])=[O:10])=[O:10])([CH3:15])[CH3:14].[NH2:16][CH2:17][C@H:18]1[CH2:23][CH2:22][C@H:21]([C:24]([OH:26])=[O:25])[CH2:20][CH2:19]1.C(=O)(O)[O-].[Na+].Cl, predict the reaction product. The product is: [C:12]([O:11][C:9]([NH:16][CH2:17][C@H:18]1[CH2:19][CH2:20][C@H:21]([C:24]([OH:26])=[O:25])[CH2:22][CH2:23]1)=[O:10])([CH3:13])([CH3:14])[CH3:15].